Dataset: Reaction yield outcomes from USPTO patents with 853,638 reactions. Task: Predict the reaction yield, written as a fraction of the theoretical maximum amount of product (1.0 means a 100% yield; for example, 0.34 means a 34% yield). (1) The reactants are [Cl:1][C:2]1[C:3]([OH:11])=[N:4][CH:5]=[C:6]([N+:8]([O-:10])=[O:9])[CH:7]=1.[C:12]([O-])([O-])=O.[K+].[K+]. The catalyst is CN(C=O)C. The product is [Cl:1][C:2]1[C:3](=[O:11])[N:4]([CH3:12])[CH:5]=[C:6]([N+:8]([O-:10])=[O:9])[CH:7]=1. The yield is 0.950. (2) The reactants are [F:1][C:2]1([F:8])[CH2:4][CH:3]1C(O)=O.C1(P(N=[N+]=[N-])(C2C=CC=CC=2)=O)C=CC=CC=1.C([N:28]([CH2:31]C)CC)C.[Cl:33][C:34]1[CH:39]=[CH:38][C:37]([CH3:40])=[CH:36][C:35]=1[NH:41][C:42]1[N:47]2[N:48]=[CH:49][C:50]([S:51]([NH2:54])(=[O:53])=[O:52])=[C:46]2[N:45]=[CH:44][C:43]=1[C:55]([N:57]1[CH2:62][CH2:61][CH:60]([C:63]2[CH:68]=[CH:67][C:66]([F:69])=[CH:65][CH:64]=2)[CH2:59][CH2:58]1)=[O:56].C(=O)([O-])[O-:71].[K+].[K+].C(O)(=O)CC(CC(O)=O)(C(O)=O)O. The catalyst is O1CCOCC1. The product is [Cl:33][C:34]1[CH:39]=[CH:38][C:37]([CH3:40])=[CH:36][C:35]=1[NH:41][C:42]1[N:47]2[N:48]=[CH:49][C:50]([S:51]([NH:54][C:31](=[O:71])[NH:28][CH:3]3[CH2:4][C:2]3([F:1])[F:8])(=[O:53])=[O:52])=[C:46]2[N:45]=[CH:44][C:43]=1[C:55]([N:57]1[CH2:62][CH2:61][CH:60]([C:63]2[CH:64]=[CH:65][C:66]([F:69])=[CH:67][CH:68]=2)[CH2:59][CH2:58]1)=[O:56]. The yield is 0.110. (3) The reactants are [CH3:1][C:2]1[C:6]2[CH:7]=[N:8][CH:9]=[CH:10][C:5]=2[S:4][C:3]=1[C:11]([O:13][CH2:14][CH3:15])=[O:12]. The catalyst is C(O)C.O=[Pt]=O. The product is [CH3:1][C:2]1[C:6]2[CH2:7][NH:8][CH2:9][CH2:10][C:5]=2[S:4][C:3]=1[C:11]([O:13][CH2:14][CH3:15])=[O:12]. The yield is 0.400. (4) The reactants are OC1C=CC([CH2:8][C:9]#[N:10])=CC=1.[CH2:11]=[O:12].[OH2:13].[C:14]1([CH3:24])[CH:19]=[CH:18][C:17](S(O)(=O)=O)=[CH:16][CH:15]=1. The catalyst is C1(C)C=CC=CC=1. The product is [O:12]1[C:15]2[CH:16]=[CH:17][C:18]([CH2:8][C:9]#[N:10])=[CH:19][C:14]=2[CH2:24][O:13][CH2:11]1. The yield is 0.320. (5) The reactants are [OH-].[K+:2].[OH:3][C:4]1[CH:5]=[C:6]([CH:10]=[C:11]([O:13][C@@H:14]([CH3:18])[CH2:15][O:16][CH3:17])[CH:12]=1)[C:7]([OH:9])=[O:8].O.C1(C)C=CC=CC=1. The catalyst is C(O)CC. The product is [K+:2].[OH:3][C:4]1[CH:5]=[C:6]([CH:10]=[C:11]([O:13][C@@H:14]([CH3:18])[CH2:15][O:16][CH3:17])[CH:12]=1)[C:7]([O-:9])=[O:8]. The yield is 0.930. (6) The reactants are [CH:1]([C:3]1[NH:4][C:5]2[CH2:6][CH2:7][CH2:8][CH2:9][C:10]=2[C:11]=1[CH2:12][CH2:13][C:14]([OH:16])=[O:15])=O.[Cl:17][C:18]1[CH:26]=[C:25]2[C:21]([CH2:22][C:23](=[O:27])[NH:24]2)=[CH:20][CH:19]=1.N1CCCCC1.C(O)(=O)C. The catalyst is C(O)C. The product is [Cl:17][C:18]1[CH:26]=[C:25]2[C:21]([C:22](=[CH:1][C:3]3[NH:4][C:5]4[CH2:6][CH2:7][CH2:8][CH2:9][C:10]=4[C:11]=3[CH2:12][CH2:13][C:14]([OH:16])=[O:15])[C:23](=[O:27])[NH:24]2)=[CH:20][CH:19]=1. The yield is 0.800. (7) The reactants are [N-:1]=[N+:2]=[N-:3].[Na+].[CH3:5][O:6][C:7]([C:9]1[CH:10]=[C:11]([C:22]2[CH:27]=[CH:26][C:25]([CH3:28])=[CH:24][CH:23]=2)[CH:12]=[C:13](/[N:15]=[C:16](\Cl)/[C:17]([F:20])([F:19])[F:18])[CH:14]=1)=[O:8]. The catalyst is C(#N)C. The product is [CH3:5][O:6][C:7]([C:9]1[CH:10]=[C:11]([C:22]2[CH:27]=[CH:26][C:25]([CH3:28])=[CH:24][CH:23]=2)[CH:12]=[C:13]([N:15]2[C:16]([C:17]([F:20])([F:19])[F:18])=[N:3][N:2]=[N:1]2)[CH:14]=1)=[O:8]. The yield is 0.990. (8) The reactants are [C:1]1([NH:7][C:8]2[CH:13]=[CH:12][CH:11]=[CH:10][CH:9]=2)[CH:6]=[CH:5][CH:4]=[CH:3][CH:2]=1.CC(C)([O-])C.[Na+].[C@@H]1(N)CCCC[C@H]1N.CCCCCCCCCCCC.I[C:41]1[CH:42]=[C:43]([CH3:48])[CH:44]=[C:45]([CH3:47])[CH:46]=1. The catalyst is [Cu]I.O1CCOCC1. The product is [CH3:47][C:45]1[CH:46]=[C:41]([N:7]([C:8]2[CH:9]=[CH:10][CH:11]=[CH:12][CH:13]=2)[C:1]2[CH:6]=[CH:5][CH:4]=[CH:3][CH:2]=2)[CH:42]=[C:43]([CH3:48])[CH:44]=1. The yield is 0.740.